This data is from KCNQ2 potassium channel screen with 302,405 compounds. The task is: Binary Classification. Given a drug SMILES string, predict its activity (active/inactive) in a high-throughput screening assay against a specified biological target. (1) The drug is FC(F)c1n2ncc(C(=O)N3CCN(CC3)C(=O)c3occc3)c2nc(c1)c1ccc(OC)cc1. The result is 0 (inactive). (2) The drug is s1c(SCC#N)c(c(NC(=O)c2ccccc2)c1C#N)c1ccccc1. The result is 0 (inactive). (3) The compound is s1c(NC(=O)Cc2sccc2)nc(CC(OCC)=O)c1. The result is 0 (inactive). (4) The compound is S(Cc1ccc(cc1)C)c1oc(nn1)c1cccnc1. The result is 0 (inactive). (5) The molecule is Brc1ccc(c2n(CCc3ccccc3)c(SCC(=O)NC3CS(=O)(=O)CC3)nn2)cc1. The result is 0 (inactive). (6) The compound is O(CC(=O)NC(CCc1ccccc1)C)C(=O)c1ncc(nc1)C. The result is 0 (inactive). (7) The drug is Fc1c(Oc2nc(ncc2OC)c2ncccc2)ccc(F)c1. The result is 0 (inactive). (8) The molecule is Clc1ccc(COc2c(CNC(CO)(C)C)cccc2OC)cc1. The result is 0 (inactive).